Dataset: Reaction yield outcomes from USPTO patents with 853,638 reactions. Task: Predict the reaction yield, written as a fraction of the theoretical maximum amount of product (1.0 means a 100% yield; for example, 0.34 means a 34% yield). (1) The reactants are C(O)(=O)[C@@H]([C@H](C(O)=O)O)O.[F:11][C:12]([F:22])([F:21])[CH:13]([C:15]1[CH:20]=[CH:19][CH:18]=[CH:17][CH:16]=1)[NH2:14]. The catalyst is C(O)(C)C. The product is [F:11][C:12]([F:21])([F:22])[C@@H:13]([C:15]1[CH:20]=[CH:19][CH:18]=[CH:17][CH:16]=1)[NH2:14]. The yield is 0.310. (2) The reactants are [F:1][C:2]1[CH:3]=[C:4]([CH:22]=[CH:23][CH:24]=1)[CH2:5][C@H:6]1[CH2:11][C@H:10]([C:12]2[O:16][NH:15][C:14](=[O:17])[CH:13]=2)[CH2:9][CH2:8][N:7]1[C:18]([O:20][CH3:21])=[O:19].CCO.C(#N)C. The yield is 0.385. The catalyst is C(=O)=O. The product is [F:1][C:2]1[CH:3]=[C:4]([CH:22]=[CH:23][CH:24]=1)[CH2:5][C@@H:6]1[CH2:11][C@@H:10]([C:12]2[O:16][NH:15][C:14](=[O:17])[CH:13]=2)[CH2:9][CH2:8][N:7]1[C:18]([O:20][CH3:21])=[O:19].